This data is from NCI-60 drug combinations with 297,098 pairs across 59 cell lines. The task is: Regression. Given two drug SMILES strings and cell line genomic features, predict the synergy score measuring deviation from expected non-interaction effect. (1) Drug 1: C1=NC2=C(N1)C(=S)N=C(N2)N. Drug 2: CC(C)(C#N)C1=CC(=CC(=C1)CN2C=NC=N2)C(C)(C)C#N. Cell line: MDA-MB-435. Synergy scores: CSS=4.58, Synergy_ZIP=-6.66, Synergy_Bliss=-4.48, Synergy_Loewe=-7.23, Synergy_HSA=-6.08. (2) Drug 1: COC1=C(C=C2C(=C1)N=CN=C2NC3=CC(=C(C=C3)F)Cl)OCCCN4CCOCC4. Drug 2: C(CC(=O)O)C(=O)CN.Cl. Cell line: CCRF-CEM. Synergy scores: CSS=24.3, Synergy_ZIP=-10.5, Synergy_Bliss=-4.34, Synergy_Loewe=-3.26, Synergy_HSA=-2.54. (3) Drug 1: C1=C(C(=O)NC(=O)N1)F. Drug 2: CC1=C(C=C(C=C1)NC(=O)C2=CC=C(C=C2)CN3CCN(CC3)C)NC4=NC=CC(=N4)C5=CN=CC=C5. Cell line: SF-295. Synergy scores: CSS=28.9, Synergy_ZIP=0.315, Synergy_Bliss=-0.959, Synergy_Loewe=-4.46, Synergy_HSA=-1.98. (4) Drug 1: CC=C1C(=O)NC(C(=O)OC2CC(=O)NC(C(=O)NC(CSSCCC=C2)C(=O)N1)C(C)C)C(C)C. Drug 2: C(=O)(N)NO. Cell line: MDA-MB-231. Synergy scores: CSS=52.9, Synergy_ZIP=-0.695, Synergy_Bliss=-0.382, Synergy_Loewe=-17.2, Synergy_HSA=0.970. (5) Drug 1: C1CCC(C1)C(CC#N)N2C=C(C=N2)C3=C4C=CNC4=NC=N3. Drug 2: CN1CCC(CC1)COC2=C(C=C3C(=C2)N=CN=C3NC4=C(C=C(C=C4)Br)F)OC. Cell line: DU-145. Synergy scores: CSS=11.9, Synergy_ZIP=-3.77, Synergy_Bliss=0.174, Synergy_Loewe=-2.01, Synergy_HSA=0.834. (6) Cell line: KM12. Drug 1: C1=NC2=C(N1)C(=S)N=C(N2)N. Synergy scores: CSS=41.9, Synergy_ZIP=-5.00, Synergy_Bliss=-8.14, Synergy_Loewe=-35.2, Synergy_HSA=-3.34. Drug 2: COC1=NC(=NC2=C1N=CN2C3C(C(C(O3)CO)O)O)N. (7) Cell line: NCI-H226. Drug 2: CC(C)CN1C=NC2=C1C3=CC=CC=C3N=C2N. Synergy scores: CSS=8.01, Synergy_ZIP=0.833, Synergy_Bliss=4.58, Synergy_Loewe=0.603, Synergy_HSA=0.0317. Drug 1: C(CC(=O)O)C(=O)CN.Cl.